This data is from Full USPTO retrosynthesis dataset with 1.9M reactions from patents (1976-2016). The task is: Predict the reactants needed to synthesize the given product. Given the product [CH:17]1([C:15]2[NH:13][C:11](=[O:12])[C:10]3[NH:6][N:7]=[CH:8][C:9]=3[N:14]=2)[CH2:19][CH2:18]1, predict the reactants needed to synthesize it. The reactants are: C1(C([N:6]2[C:10]([C:11]([NH2:13])=[O:12])=[C:9]([NH:14][C:15]([CH:17]3[CH2:19][CH2:18]3)=O)[CH:8]=[N:7]2)=O)CC1.C(O[K])(C)(C)C.